The task is: Regression. Given a target protein amino acid sequence and a drug SMILES string, predict the binding affinity score between them. We predict pIC50 (pIC50 = -log10(IC50 in M); higher means more potent). Dataset: bindingdb_ic50.. This data is from Drug-target binding data from BindingDB using IC50 measurements. The drug is Cc1ccncc1-c1cccc2c1ncn2CC(F)(F)F. The target protein (Q2XVA1) has sequence MWELVALLLLTLAYLFWPKRRCPGAKYPKSLLSLPLVGSLPFLPRHGHMHNNFFKLQKKYGPIYSVRMGTKTTVIVGHHQLAKEVLIKKGKDFSGRPQVTTLDILSNNRKGIAFADYGAHWQLHRRLAMATFALFKDGDQKLEKIICQEISTLCDMLATHNGQTIDISFPVFVAITNVISLICFNISYKNGDPELKIVHNYNEGIIDSLGKESLVDLFPWLKVFPNKTLEKLKRHVKTRNDLLTKIFENYKEKFHSDSITNMLDVLMQAKMNSDNGNAGPDQDSELLSDNHILTTIGDIFGAGVETTTSVVKWIVAFLLHNPQVKKKLYEEIDQNVGFSRTPTISDRNRLLLLEATIREVLRIRPVAPMLIPHKANVDSSIGEFAVDKGTHVIINLWALHHNEKEWHQPDQFMPERFLNPAGTQLISPSLSYLPFGAGPRSCIGEILARQELFLIMAWLLQRFDLEVPDDGQLPSLEGNPKVVFLIDSFKVKIKVRQAWR.... The pIC50 is 8.4.